From a dataset of Forward reaction prediction with 1.9M reactions from USPTO patents (1976-2016). Predict the product of the given reaction. (1) Given the reactants C(O[C:4]([C:6]1[C:15](=[O:16])[C:14]2[C:9](=[CH:10][CH:11]=[C:12]([O:17][CH2:18][CH3:19])[N:13]=2)[NH:8][CH:7]=1)=[O:5])C.[CH2:20]([NH2:27])[C:21]1[CH:26]=[CH:25][CH:24]=[CH:23][CH:22]=1, predict the reaction product. The product is: [CH2:20]([NH:27][C:4]([C:6]1[C:15](=[O:16])[C:14]2[C:9](=[CH:10][CH:11]=[C:12]([O:17][CH2:18][CH3:19])[N:13]=2)[NH:8][CH:7]=1)=[O:5])[C:21]1[CH:26]=[CH:25][CH:24]=[CH:23][CH:22]=1.[CH3:14][N:13]([CH:12]=[O:17])[CH3:20]. (2) Given the reactants C(O[C:6]([N:8]1[CH2:13][CH2:12][CH:11]([C:14]2[C:23]3[C:18](=[CH:19][C:20]([N:25]4[CH2:30][CH2:29][O:28][CH2:27][CH2:26]4)=[C:21]([F:24])[CH:22]=3)[N:17]=[CH:16][N:15]=2)[CH2:10][CH2:9]1)=[O:7])(C)(C)C.Cl.[N+](C1C=CC(OC(=O)[NH:43][C:44]2[CH:49]=[CH:48][C:47]([N:50]3[CH2:54][CH2:53][CH2:52][CH2:51]3)=[CH:46][CH:45]=2)=CC=1)([O-])=O, predict the reaction product. The product is: [N:50]1([C:47]2[CH:48]=[CH:49][C:44]([NH:43][C:6]([N:8]3[CH2:9][CH2:10][CH:11]([C:14]4[C:23]5[C:18](=[CH:19][C:20]([N:25]6[CH2:30][CH2:29][O:28][CH2:27][CH2:26]6)=[C:21]([F:24])[CH:22]=5)[N:17]=[CH:16][N:15]=4)[CH2:12][CH2:13]3)=[O:7])=[CH:45][CH:46]=2)[CH2:51][CH2:52][CH2:53][CH2:54]1. (3) The product is: [Cl:1][C:2]1[CH:3]=[C:4]2[C:12](=[C:13]([NH:15][C:16]([C@@H:18]3[CH2:19][O:20][C:21]([CH3:29])([CH3:28])[CH2:22][N:23]3[CH2:24][C:25](=[O:27])[N:30]3[CH2:34][CH2:33][CH2:32][CH2:31]3)=[O:17])[CH:14]=1)[NH:11][C:10]1[CH:9]=[N:8][CH:7]=[CH:6][C:5]2=1. Given the reactants [Cl:1][C:2]1[CH:3]=[C:4]2[C:12](=[C:13]([NH:15][C:16]([C@H:18]3[N:23]([CH2:24][C:25]([OH:27])=O)[CH2:22][C:21]([CH3:29])([CH3:28])[O:20][CH2:19]3)=[O:17])[CH:14]=1)[NH:11][C:10]1[CH:9]=[N:8][CH:7]=[CH:6][C:5]2=1.[NH:30]1[CH2:34][CH2:33][CH2:32][CH2:31]1, predict the reaction product. (4) Given the reactants Br[C:2]1[CH:3]=[C:4]([N+:13]([O-:15])=[O:14])[C:5]([CH3:12])=[C:6]([CH:11]=1)[C:7]([O:9][CH3:10])=[O:8].C(=O)([O-])[O-].[Na+].[Na+], predict the reaction product. The product is: [CH3:12][C:5]1[C:4]([N+:13]([O-:15])=[O:14])=[CH:3][C:2]([C:2]2[CH:3]=[CH:4][CH:5]=[CH:6][CH:11]=2)=[CH:11][C:6]=1[C:7]([O:9][CH3:10])=[O:8]. (5) The product is: [CH3:1][O:2][C:3]1[C:12]([O:13][CH3:14])=[CH:11][CH:10]=[C:9]2[C:4]=1[CH2:5][CH2:6][CH:7]([NH:20][O:19][CH2:17][CH3:18])[CH2:8]2. Given the reactants [CH3:1][O:2][C:3]1[C:12]([O:13][CH3:14])=[CH:11][CH:10]=[C:9]2[C:4]=1[CH2:5][CH2:6][C:7](=O)[CH2:8]2.Cl.[CH2:17]([O:19][NH2:20])[CH3:18].C([O-])([O-])=O.[Na+].[Na+], predict the reaction product. (6) Given the reactants [CH2:1]([C:5]1([CH2:40][CH3:41])[CH2:11][S:10](=[O:13])(=[O:12])[C:9]2[CH:14]=[CH:15][C:16]([N:18]([CH3:20])[CH3:19])=[CH:17][C:8]=2[CH:7]([C:21]2[CH:22]=[C:23]([NH:27][C:28]([CH2:30][O:31][CH2:32][CH2:33][O:34][CH2:35][C:36](O)=[O:37])=[O:29])[CH:24]=[CH:25][CH:26]=2)[CH:6]1[OH:39])[CH2:2][CH2:3][CH3:4].[NH2:42][CH2:43][C:44]1[CH:49]=[CH:48][C:47]([N:50]2[CH:53]([C:54]3[CH:59]=[CH:58][C:57]([O:60][CH3:61])=[CH:56][CH:55]=3)[CH:52]([CH2:62][CH2:63][CH:64]([C:66]3[CH:71]=[CH:70][C:69]([F:72])=[CH:68][CH:67]=3)[OH:65])[C:51]2=[O:73])=[CH:46][CH:45]=1.ON1C2C=CC=CC=2N=N1.Cl.C(N=C=NCCCN(C)C)C, predict the reaction product. The product is: [CH2:1]([C:5]1([CH2:40][CH3:41])[CH2:11][S:10](=[O:13])(=[O:12])[C:9]2[CH:14]=[CH:15][C:16]([N:18]([CH3:20])[CH3:19])=[CH:17][C:8]=2[CH:7]([C:21]2[CH:22]=[C:23]([NH:27][C:28]([CH2:30][O:31][CH2:32][CH2:33][O:34][CH2:35][C:36]([NH:42][CH2:43][C:44]3[CH:49]=[CH:48][C:47]([N:50]4[C:51](=[O:73])[CH:52]([CH2:62][CH2:63][CH:64]([C:66]5[CH:67]=[CH:68][C:69]([F:72])=[CH:70][CH:71]=5)[OH:65])[CH:53]4[C:54]4[CH:59]=[CH:58][C:57]([O:60][CH3:61])=[CH:56][CH:55]=4)=[CH:46][CH:45]=3)=[O:37])=[O:29])[CH:24]=[CH:25][CH:26]=2)[CH:6]1[OH:39])[CH2:2][CH2:3][CH3:4]. (7) Given the reactants C([O:4][C:5]1[CH:10]=[CH:9][C:8]([C:11]2[C:12](=[O:25])[O:13][C:14]3[C:19]([CH:20]=2)=[CH:18][CH:17]=[C:16]([O:21]C(=O)C)[CH:15]=3)=[CH:7][CH:6]=1)(=O)C.[OH-].[Li+].O.Cl, predict the reaction product. The product is: [OH:21][C:16]1[CH:15]=[C:14]2[C:19]([CH:20]=[C:11]([C:8]3[CH:9]=[CH:10][C:5]([OH:4])=[CH:6][CH:7]=3)[C:12](=[O:25])[O:13]2)=[CH:18][CH:17]=1. (8) Given the reactants [F:1][C:2]1[C:3]([CH2:12][CH2:13][C:14](=O)[C:15]2[NH:16][CH:17]=[CH:18][CH:19]=2)=[C:4]2[C:8](=[CH:9][CH:10]=1)[NH:7][C:6](=[O:11])[CH2:5]2, predict the reaction product. The product is: [F:1][C:2]1[C:3]2[C:4]3[C:8](=[CH:9][CH:10]=1)[NH:7][C:6](=[O:11])[C:5]=3[C:14]([C:15]1[NH:16][CH:17]=[CH:18][CH:19]=1)=[CH:13][CH:12]=2.